From a dataset of Reaction yield outcomes from USPTO patents with 853,638 reactions. Predict the reaction yield, written as a fraction of the theoretical maximum amount of product (1.0 means a 100% yield; for example, 0.34 means a 34% yield). (1) The yield is 0.560. The product is [C:23]([O:22][C:20]([N:16]1[CH2:17][CH2:18][CH2:19][CH:15]1[C:12]1[CH:11]=[C:10]([CH2:9][CH:5]([NH:27][C:28]([O:30][CH2:31][CH:32]=[CH2:33])=[O:29])[C:4]([O:3][CH2:1][CH3:2])=[O:34])[O:14][N:13]=1)=[O:21])([CH3:26])([CH3:25])[CH3:24]. The catalyst is O1CCOCC1. The reactants are [CH2:1]([O:3][C:4](=[O:34])[C:5]([NH:27][C:28]([O:30][CH2:31][CH:32]=[CH2:33])=[O:29])([CH2:9][C:10]1[O:14][N:13]=[C:12]([CH:15]2[CH2:19][CH2:18][CH2:17][N:16]2[C:20]([O:22][C:23]([CH3:26])([CH3:25])[CH3:24])=[O:21])[CH:11]=1)C(O)=O)[CH3:2].C(OC(=O)C(NC(OCC=C)=O)(CC1ON=C(C2CCCN2C(OC(C)(C)C)=O)C=1)C(OCC)=O)C. (2) The reactants are [CH:1]1([N:7]2[C:15]3[C:14](=[O:16])[NH:13][C:12]([C:17]4[CH:22]=[CH:21][C:20]([N:23]([CH2:26][CH2:27][OH:28])[CH2:24][CH3:25])=[CH:19][C:18]=4[O:29][CH3:30])=[N:11][C:10]=3[C:9]([CH3:31])=[N:8]2)[CH2:6][CH2:5][CH2:4][CH2:3][CH2:2]1.[ClH:32].O1CCOCC1. No catalyst specified. The product is [ClH:32].[CH:1]1([N:7]2[C:15]3[C:14](=[O:16])[NH:13][C:12]([C:17]4[CH:22]=[CH:21][C:20]([N:23]([CH2:26][CH2:27][OH:28])[CH2:24][CH3:25])=[CH:19][C:18]=4[O:29][CH3:30])=[N:11][C:10]=3[C:9]([CH3:31])=[N:8]2)[CH2:2][CH2:3][CH2:4][CH2:5][CH2:6]1. The yield is 0.870. (3) The reactants are Br[C:2]1[CH:3]=[C:4]([C:12]([O:14][CH3:15])=[O:13])[CH:5]=[C:6]([CH:11]=1)[C:7]([O:9][CH3:10])=[O:8].[CH:16]([B-](F)(F)F)=[CH2:17].[K+].C(Cl)Cl.CCN(CC)CC. The catalyst is CC(O)C.O.CCOC(C)=O. The product is [CH:16]([C:2]1[CH:3]=[C:4]([C:12]([O:14][CH3:15])=[O:13])[CH:5]=[C:6]([CH:11]=1)[C:7]([O:9][CH3:10])=[O:8])=[CH2:17]. The yield is 0.700.